From a dataset of Catalyst prediction with 721,799 reactions and 888 catalyst types from USPTO. Predict which catalyst facilitates the given reaction. (1) The catalyst class is: 433. Reactant: C(N(CC)CC)C.[CH:8]([C:10]1[C:18]2[C:13](=[CH:14][CH:15]=[CH:16][CH:17]=2)[N:12](C(OC(C)(C)C)=O)[CH:11]=1)=[O:9].[CH3:26][O:27][C:28]1[CH:29]=[C:30]([CH2:44][OH:45])[CH:31]=[C:32]([N:34]=[CH:35][C:36]2[CH:41]=[N:40][C:39]([O:42][CH3:43])=[CH:38][N:37]=2)[CH:33]=1. Product: [OH:45][CH2:44][C:30]1[CH:31]=[C:32]([NH:34][CH:35]([C:36]2[CH:41]=[N:40][C:39]([O:42][CH3:43])=[CH:38][N:37]=2)[C:8]([C:10]2[C:18]3[C:13](=[CH:14][CH:15]=[CH:16][CH:17]=3)[NH:12][CH:11]=2)=[O:9])[CH:33]=[C:28]([O:27][CH3:26])[CH:29]=1. (2) Reactant: [NH2:1][C:2]1[C:7]([CH2:8][P:9](=[O:16])([O:13][CH2:14][CH3:15])[O:10][CH2:11][CH3:12])=[CH:6][CH:5]=[CH:4][N:3]=1.[C:17]1([CH2:23][CH2:24][C:25](Cl)=[O:26])[CH:22]=[CH:21][CH:20]=[CH:19][CH:18]=1. Product: [C:17]1([CH2:23][CH2:24][C:25]([NH:1][C:2]2[C:7]([CH2:8][P:9](=[O:16])([O:10][CH2:11][CH3:12])[O:13][CH2:14][CH3:15])=[CH:6][CH:5]=[CH:4][N:3]=2)=[O:26])[CH:22]=[CH:21][CH:20]=[CH:19][CH:18]=1. The catalyst class is: 17. (3) Reactant: [PH2](O)=O.[Br:4][C:5]1[CH:18]=[CH:17][CH:16]=[C:15]2[C:6]=1[C:7](=O)[C:8]1[C:13]([C:14]2=O)=[C:12]2[CH:20]=[CH:21][CH:22]=[CH:23][C:11]2=[CH:10][CH:9]=1.I. Product: [Br:4][C:5]1[C:6]2[C:15]([CH:16]=[CH:17][CH:18]=1)=[CH:14][C:13]1[C:8](=[CH:9][CH:10]=[C:11]3[CH:23]=[CH:22][CH:21]=[CH:20][C:12]3=1)[CH:7]=2. The catalyst class is: 15. (4) Reactant: [Cl:1][C:2]1[CH:7]=[CH:6][C:5]([C:8]2[CH:9]=[CH:10][C:11]([NH:14][CH2:15][CH2:16][CH2:17][C:18]3[CH:23]=[CH:22][C:21]([CH2:24][OH:25])=[CH:20][CH:19]=3)=[N:12][CH:13]=2)=[CH:4][CH:3]=1.C=O.[C:28]([BH3-])#N.[Na+]. Product: [Cl:1][C:2]1[CH:7]=[CH:6][C:5]([C:8]2[CH:9]=[CH:10][C:11]([N:14]([CH3:28])[CH2:15][CH2:16][CH2:17][C:18]3[CH:19]=[CH:20][C:21]([CH2:24][OH:25])=[CH:22][CH:23]=3)=[N:12][CH:13]=2)=[CH:4][CH:3]=1. The catalyst class is: 477. (5) Reactant: [CH3:1][O:2][N:3]([CH3:28])[C:4]([C:6]1[C:11]([NH:12][S:13]([C:16]2[CH:21]=[CH:20][C:19]([Cl:22])=[C:18]([C:23]([F:26])([F:25])[F:24])[CH:17]=2)(=[O:15])=[O:14])=[CH:10][C:9]([CH3:27])=[CH:8][N:7]=1)=[O:5].C(=O)([O-])[O-].[K+].[K+].[CH3:35][O:36][CH2:37]Cl.CON(C)C(C1C(N(COC)S(C2C=CC(Cl)=C(C(F)(F)F)C=2)(=O)=O)=CC(Cl)=CN=1)=O. Product: [CH3:1][O:2][N:3]([CH3:28])[C:4]([C:6]1[C:11]([N:12]([S:13]([C:16]2[CH:21]=[CH:20][C:19]([Cl:22])=[C:18]([C:23]([F:26])([F:24])[F:25])[CH:17]=2)(=[O:15])=[O:14])[CH2:35][O:36][CH3:37])=[CH:10][C:9]([CH3:27])=[CH:8][N:7]=1)=[O:5]. The catalyst class is: 1. (6) Reactant: [CH3:1][N:2]1[C:6]([C:7]2[CH:12]=[CH:11][CH:10]=[CH:9][C:8]=2[C:13]([F:16])([F:15])[F:14])=[C:5]([CH3:17])[C:4]([C:18](O)=[O:19])=[N:3]1.C(Cl)(=O)C(Cl)=O.[CH3:27][S:28]([C:31]1[CH:37]=[CH:36][C:34]([NH2:35])=[CH:33][CH:32]=1)(=[O:30])=[O:29].C(N(C(C)C)CC)(C)C. Product: [CH3:27][S:28]([C:31]1[CH:37]=[CH:36][C:34]([NH:35][C:18]([C:4]2[C:5]([CH3:17])=[C:6]([C:7]3[CH:12]=[CH:11][CH:10]=[CH:9][C:8]=3[C:13]([F:16])([F:15])[F:14])[N:2]([CH3:1])[N:3]=2)=[O:19])=[CH:33][CH:32]=1)(=[O:29])=[O:30]. The catalyst class is: 168. (7) Reactant: C(OP([CH2:9][C:10]#[N:11])(=O)OCC)C.[H-].[Na+].[F:14][C:15]1[CH:20]=[CH:19][C:18]([C:21]([C:23]2[CH:28]=[CH:27][C:26]([F:29])=[CH:25][CH:24]=2)=O)=[CH:17][CH:16]=1. Product: [F:14][C:15]1[CH:16]=[CH:17][C:18]([C:21]([C:23]2[CH:28]=[CH:27][C:26]([F:29])=[CH:25][CH:24]=2)=[CH:9][C:10]#[N:11])=[CH:19][CH:20]=1. The catalyst class is: 10. (8) Reactant: [F:1][C:2]1[CH:30]=[C:29]([C:31]([N:33]2[CH2:36][CH:35]([O:37]C3CCCCO3)[CH2:34]2)=[O:32])[CH:28]=[CH:27][C:3]=1[O:4][C:5]1[CH:6]=[C:7]([C:17]2[NH:21][C:20]([C:22]3[S:23][CH:24]=[CH:25][N:26]=3)=[CH:19][CH:18]=2)[CH:8]=[C:9]([O:11][C@@H:12]([CH3:16])[CH2:13][O:14][CH3:15])[CH:10]=1.C12(CS(O)(=O)=O)C(C)(C)C(CC1)CC2=O.C(N(CC)CC)C. Product: [F:1][C:2]1[CH:30]=[C:29]([CH:28]=[CH:27][C:3]=1[O:4][C:5]1[CH:6]=[C:7]([C:17]2[NH:21][C:20]([C:22]3[S:23][CH:24]=[CH:25][N:26]=3)=[CH:19][CH:18]=2)[CH:8]=[C:9]([O:11][C@@H:12]([CH3:16])[CH2:13][O:14][CH3:15])[CH:10]=1)[C:31]([N:33]1[CH2:34][CH:35]([OH:37])[CH2:36]1)=[O:32]. The catalyst class is: 5.